This data is from Full USPTO retrosynthesis dataset with 1.9M reactions from patents (1976-2016). The task is: Predict the reactants needed to synthesize the given product. Given the product [F:19][C:10]1[C:9]([O:8][CH2:7][C:5]2[S:6][C:2]([C:33]3[N:34]=[CH:35][S:36][CH:37]=3)=[C:3]([C:20]3[CH:25]=[CH:24][C:23]([O:26][CH3:27])=[CH:22][CH:21]=3)[N:4]=2)=[CH:17][CH:16]=[C:15]([F:18])[C:11]=1[C:12]([NH2:14])=[O:13], predict the reactants needed to synthesize it. The reactants are: Br[C:2]1[S:6][C:5]([CH2:7][O:8][C:9]2[C:10]([F:19])=[C:11]([C:15]([F:18])=[CH:16][CH:17]=2)[C:12]([NH2:14])=[O:13])=[N:4][C:3]=1[C:20]1[CH:25]=[CH:24][C:23]([O:26][CH3:27])=[CH:22][CH:21]=1.C([Sn](CCCC)(CCCC)[C:33]1[N:34]=[CH:35][S:36][CH:37]=1)CCC.O.